Regression/Classification. Given a drug SMILES string, predict its absorption, distribution, metabolism, or excretion properties. Task type varies by dataset: regression for continuous measurements (e.g., permeability, clearance, half-life) or binary classification for categorical outcomes (e.g., BBB penetration, CYP inhibition). For this dataset (lipophilicity_astrazeneca), we predict Y. From a dataset of Experimental lipophilicity measurements (octanol/water distribution) for 4,200 compounds from AstraZeneca. (1) The drug is COc1cc2ncn(-c3cc(OCc4ccccc4C(F)(F)F)c(C(=O)O)s3)c2cc1OC. The Y is 0.840 logD. (2) The molecule is CCNC(=O)Nc1nc2cc(-c3cccnc3)ccc2[nH]1. The Y is 2.34 logD. (3) The drug is O=C(N[C@H]1Cc2ccccc2N(C[C@@H](O)CO)C1=O)c1cc2cc(Cl)sc2[nH]1. The Y is 3.30 logD. (4) The drug is CC(C)C(NC(=O)Cn1c(-c2ccccc2)ccc(NC(=O)CN2C(=O)CCC2=O)c1=O)C(=O)C(F)(F)F. The Y is 0.960 logD.